Dataset: NCI-60 drug combinations with 297,098 pairs across 59 cell lines. Task: Regression. Given two drug SMILES strings and cell line genomic features, predict the synergy score measuring deviation from expected non-interaction effect. (1) Drug 1: C1CN1P(=S)(N2CC2)N3CC3. Drug 2: CC1CCCC2(C(O2)CC(NC(=O)CC(C(C(=O)C(C1O)C)(C)C)O)C(=CC3=CSC(=N3)C)C)C. Cell line: SF-295. Synergy scores: CSS=63.2, Synergy_ZIP=-6.94, Synergy_Bliss=-4.62, Synergy_Loewe=-3.82, Synergy_HSA=-0.292. (2) Drug 1: CC1C(C(=O)NC(C(=O)N2CCCC2C(=O)N(CC(=O)N(C(C(=O)O1)C(C)C)C)C)C(C)C)NC(=O)C3=C4C(=C(C=C3)C)OC5=C(C(=O)C(=C(C5=N4)C(=O)NC6C(OC(=O)C(N(C(=O)CN(C(=O)C7CCCN7C(=O)C(NC6=O)C(C)C)C)C)C(C)C)C)N)C. Drug 2: C1CC(C1)(C(=O)O)C(=O)O.[NH2-].[NH2-].[Pt+2]. Cell line: 786-0. Synergy scores: CSS=12.9, Synergy_ZIP=-4.64, Synergy_Bliss=2.28, Synergy_Loewe=1.80, Synergy_HSA=2.80. (3) Drug 1: CC(C)CN1C=NC2=C1C3=CC=CC=C3N=C2N. Drug 2: CC1CCCC2(C(O2)CC(NC(=O)CC(C(C(=O)C(C1O)C)(C)C)O)C(=CC3=CSC(=N3)C)C)C. Cell line: HS 578T. Synergy scores: CSS=54.1, Synergy_ZIP=2.74, Synergy_Bliss=0.399, Synergy_Loewe=-15.9, Synergy_HSA=-1.89. (4) Drug 1: CC(CN1CC(=O)NC(=O)C1)N2CC(=O)NC(=O)C2. Drug 2: B(C(CC(C)C)NC(=O)C(CC1=CC=CC=C1)NC(=O)C2=NC=CN=C2)(O)O. Cell line: 786-0. Synergy scores: CSS=3.87, Synergy_ZIP=-5.69, Synergy_Bliss=-5.18, Synergy_Loewe=-4.07, Synergy_HSA=-4.21. (5) Drug 1: CCN(CC)CCNC(=O)C1=C(NC(=C1C)C=C2C3=C(C=CC(=C3)F)NC2=O)C. Drug 2: C1=NC2=C(N1)C(=S)N=CN2. Cell line: SW-620. Synergy scores: CSS=-1.09, Synergy_ZIP=-3.31, Synergy_Bliss=-2.76, Synergy_Loewe=-30.0, Synergy_HSA=-17.5. (6) Drug 2: CC1=C2C(C(=O)C3(C(CC4C(C3C(C(C2(C)C)(CC1OC(=O)C(C(C5=CC=CC=C5)NC(=O)C6=CC=CC=C6)O)O)OC(=O)C7=CC=CC=C7)(CO4)OC(=O)C)O)C)OC(=O)C. Cell line: HCT-15. Synergy scores: CSS=-0.389, Synergy_ZIP=2.01, Synergy_Bliss=2.68, Synergy_Loewe=2.53, Synergy_HSA=-0.996. Drug 1: C1CC(C1)(C(=O)O)C(=O)O.[NH2-].[NH2-].[Pt+2].